The task is: Predict the reactants needed to synthesize the given product.. This data is from Full USPTO retrosynthesis dataset with 1.9M reactions from patents (1976-2016). (1) The reactants are: [NH2:1][C:2]1[N:7]=[C:6]([NH:8][C:9]2[CH:24]=[CH:23][C:12]([O:13][C:14]3[CH:19]=[CH:18][N:17]=[C:16]([C:20](O)=[O:21])[CH:15]=3)=[CH:11][CH:10]=2)[CH:5]=[C:4]([C:25]2[CH:30]=[CH:29][CH:28]=[CH:27][CH:26]=2)[N:3]=1.[CH3:31][O:32][CH2:33][CH2:34][NH:35][CH3:36]. Given the product [NH2:1][C:2]1[N:7]=[C:6]([NH:8][C:9]2[CH:24]=[CH:23][C:12]([O:13][C:14]3[CH:19]=[CH:18][N:17]=[C:16]([C:20]([N:35]([CH2:34][CH2:33][O:32][CH3:31])[CH3:36])=[O:21])[CH:15]=3)=[CH:11][CH:10]=2)[CH:5]=[C:4]([C:25]2[CH:26]=[CH:27][CH:28]=[CH:29][CH:30]=2)[N:3]=1, predict the reactants needed to synthesize it. (2) Given the product [CH2:72]([NH:76][C:29]([C:26]1[CH:25]=[CH:24][C:23]([C:15]2[CH:16]=[C:17]([OH:22])[C:18]([O:20][CH3:21])=[CH:19][C:14]=2[CH:9]2[CH:8]3[CH2:32][C:33]4[C:38]([CH:7]3[C:6]3[C:11](=[CH:12][CH:13]=[C:4]([C:1](=[NH:3])[NH2:2])[CH:5]=3)[NH:10]2)=[CH:37][CH:36]=[CH:35][CH:34]=4)=[CH:28][CH:27]=1)=[O:31])[CH:73]([CH3:75])[CH3:74], predict the reactants needed to synthesize it. The reactants are: [C:1]([C:4]1[CH:5]=[C:6]2[C:11](=[CH:12][CH:13]=1)[NH:10][CH:9]([C:14]1[CH:19]=[C:18]([O:20][CH3:21])[C:17]([OH:22])=[CH:16][C:15]=1[C:23]1[CH:28]=[CH:27][C:26]([C:29]([OH:31])=O)=[CH:25][CH:24]=1)[CH:8]1[CH2:32][C:33]3[C:38]([CH:7]21)=[CH:37][CH:36]=[CH:35][CH:34]=3)(=[NH:3])[NH2:2].CN(C(ON1N=NC2C=CC=NC1=2)=[N+](C)C)C.F[P-](F)(F)(F)(F)F.C(N(CC)C(C)C)(C)C.[CH2:72]([NH2:76])[CH:73]([CH3:75])[CH3:74]. (3) Given the product [CH:16]([C:19]1[CH:24]=[CH:23][C:22]([O:25][CH2:12][C:11]([NH:10][C:6]2[CH:5]=[C:4]([CH:9]=[CH:8][CH:7]=2)[C:3]([O:2][CH3:1])=[O:15])=[O:14])=[CH:21][C:20]=1[CH3:26])([CH3:18])[CH3:17], predict the reactants needed to synthesize it. The reactants are: [CH3:1][O:2][C:3](=[O:15])[C:4]1[CH:9]=[CH:8][CH:7]=[C:6]([NH:10][C:11](=[O:14])[CH2:12]Br)[CH:5]=1.[CH:16]([C:19]1[CH:24]=[CH:23][C:22]([OH:25])=[CH:21][C:20]=1[CH3:26])([CH3:18])[CH3:17].C(=O)([O-])[O-].[K+].[K+]. (4) Given the product [NH2:1][C:2]1[N:7]=[CH:6][N:5]=[C:4]2[N:8]([CH2:25][CH:26]3[CH2:29][CH2:28][N:27]3[C:30]([C:31](=[CH:35][C:36]([CH3:39])([N:40]3[CH2:45][CH2:44][O:43][CH2:42][CH2:41]3)[CH3:37])[C:32]#[N:33])=[O:34])[N:9]=[C:10]([C:11]3[CH:16]=[CH:15][C:14]([O:17][C:18]4[CH:19]=[CH:20][CH:21]=[CH:22][CH:23]=4)=[CH:13][C:12]=3[F:24])[C:3]=12, predict the reactants needed to synthesize it. The reactants are: [NH2:1][C:2]1[N:7]=[CH:6][N:5]=[C:4]2[N:8]([CH2:25][CH:26]3[CH2:29][CH2:28][N:27]3[C:30](=[O:34])[CH2:31][C:32]#[N:33])[N:9]=[C:10]([C:11]3[CH:16]=[CH:15][C:14]([O:17][C:18]4[CH:23]=[CH:22][CH:21]=[CH:20][CH:19]=4)=[CH:13][C:12]=3[F:24])[C:3]=12.[CH3:35][C:36]([N:40]1[CH2:45][CH2:44][O:43][CH2:42][CH2:41]1)([CH3:39])[CH:37]=O.N1CCCC1.[Si](Cl)(C)(C)C. (5) The reactants are: [CH3:1][C:2]1[CH:7]=[C:6]([CH3:8])[NH:5][C:4](=[O:9])[C:3]=1[CH2:10][NH:11][C:12]([C:14]1[C:15]([CH3:41])=[C:16]([N:24]([CH2:39][CH3:40])[CH:25]2[CH2:30][CH2:29][CH:28]([NH:31]C(=O)OC(C)(C)C)[CH2:27][CH2:26]2)[CH:17]=[C:18]([O:20][CH2:21][CH2:22][OH:23])[CH:19]=1)=[O:13].C(O)(C(F)(F)F)=O. Given the product [NH2:31][CH:28]1[CH2:27][CH2:26][CH:25]([N:24]([CH2:39][CH3:40])[C:16]2[C:15]([CH3:41])=[C:14]([CH:19]=[C:18]([O:20][CH2:21][CH2:22][OH:23])[CH:17]=2)[C:12]([NH:11][CH2:10][C:3]2[C:4](=[O:9])[NH:5][C:6]([CH3:8])=[CH:7][C:2]=2[CH3:1])=[O:13])[CH2:30][CH2:29]1, predict the reactants needed to synthesize it. (6) Given the product [Cl:1][C:2]1[C:3]([N:8]2[C:12]([C:13]([OH:15])=[O:14])=[CH:11][C:10]([CH3:18])=[N:9]2)=[N:4][CH:5]=[CH:6][CH:7]=1, predict the reactants needed to synthesize it. The reactants are: [Cl:1][C:2]1[C:3]([N:8]2[C:12]([C:13]([O:15]CC)=[O:14])=[CH:11][C:10]([CH3:18])=[N:9]2)=[N:4][CH:5]=[CH:6][CH:7]=1.CO.[OH-].[Na+]. (7) Given the product [Cl:24][C:25]1[CH:32]=[C:31]([N:33]2[CH:6]([CH:1]3[CH2:5][CH2:4][CH2:3][CH2:2]3)[CH:7]3[C:8]([C:9]4[CH:10]=[CH:11][C:12]([C:17]([O:19][CH2:20][CH3:21])=[O:18])=[N:13][C:14]=4[CH2:15][CH2:16]3)=[N:34]2)[CH:30]=[CH:29][C:26]=1[C:27]#[N:28], predict the reactants needed to synthesize it. The reactants are: [CH:1]1(/[CH:6]=[C:7]2/[C:8](=O)[C:9]3[CH:10]=[CH:11][C:12]([C:17]([O:19][CH2:20][CH3:21])=[O:18])=[N:13][C:14]=3[CH2:15][CH2:16]/2)[CH2:5][CH2:4][CH2:3][CH2:2]1.Cl.[Cl:24][C:25]1[CH:32]=[C:31]([NH:33][NH2:34])[CH:30]=[CH:29][C:26]=1[C:27]#[N:28]. (8) Given the product [C:1]([N:5]1[C:9](=[O:10])[C:8]([NH:11][CH:12]2[CH2:17][CH2:16][N:15]([C:30](=[O:31])[C:29]3[CH:33]=[CH:34][CH:35]=[CH:36][C:28]=3[C:27]([F:26])([F:37])[F:38])[CH2:14][CH2:13]2)=[C:7]([C:18]2[CH:19]=[CH:20][CH:21]=[CH:22][CH:23]=2)[S:6]1(=[O:25])=[O:24])([CH3:4])([CH3:2])[CH3:3], predict the reactants needed to synthesize it. The reactants are: [C:1]([N:5]1[C:9](=[O:10])[C:8]([NH:11][CH:12]2[CH2:17][CH2:16][NH:15][CH2:14][CH2:13]2)=[C:7]([C:18]2[CH:23]=[CH:22][CH:21]=[CH:20][CH:19]=2)[S:6]1(=[O:25])=[O:24])([CH3:4])([CH3:3])[CH3:2].[F:26][C:27]([F:38])([F:37])[C:28]1[CH:36]=[CH:35][CH:34]=[CH:33][C:29]=1[C:30](Cl)=[O:31].CCN(P1(N(C)CCCN1)=NC(C)(C)C)CC. (9) Given the product [NH:1]1[CH:5]=[CH:4][N:3]=[C:2]1[C:6]1[N:11]=[CH:10][C:9]([C:12]2[CH:13]=[CH:14][C:15]3[O:21][CH2:20][CH2:19][N:18]([C:32]([Cl:34])=[O:33])[CH2:17][C:16]=3[CH:22]=2)=[CH:8][CH:7]=1, predict the reactants needed to synthesize it. The reactants are: [NH:1]1[CH:5]=[CH:4][N:3]=[C:2]1[C:6]1[N:11]=[CH:10][C:9]([C:12]2[CH:13]=[CH:14][C:15]3[O:21][CH2:20][CH2:19][NH:18][CH2:17][C:16]=3[CH:22]=2)=[CH:8][CH:7]=1.C(N(C(C)C)CC)(C)C.[C:32](Cl)([Cl:34])=[O:33].